Task: Predict the reactants needed to synthesize the given product.. Dataset: Full USPTO retrosynthesis dataset with 1.9M reactions from patents (1976-2016) (1) Given the product [Cl:1][C:2]1[CH:7]=[CH:6][CH:5]=[CH:4][C:3]=1[N:8]1[CH:12]([C:13]([N:34]2[CH2:35][CH2:36][N:31]([C:25]3[CH:26]=[C:27]([CH3:30])[CH:28]=[CH:29][C:24]=3[CH3:23])[CH2:32][CH2:33]2)=[O:14])[CH2:11][N:10]([S:16]([CH:19]([CH3:20])[CH3:21])(=[O:17])=[O:18])[C:9]1=[O:22], predict the reactants needed to synthesize it. The reactants are: [Cl:1][C:2]1[CH:7]=[CH:6][CH:5]=[CH:4][C:3]=1[N:8]1[CH:12]([C:13](O)=[O:14])[CH2:11][N:10]([S:16]([CH:19]([CH3:21])[CH3:20])(=[O:18])=[O:17])[C:9]1=[O:22].[CH3:23][C:24]1[CH:29]=[CH:28][C:27]([CH3:30])=[CH:26][C:25]=1[N:31]1[CH2:36][CH2:35][NH:34][CH2:33][CH2:32]1. (2) Given the product [CH2:1]([C:3]1[CH:4]=[C:5]2[C:10](=[CH:11][CH:12]=1)[N:9]([CH2:24][C:25]1[CH:30]=[CH:29][C:28]([C:31]3[CH:36]=[CH:35][CH:34]=[CH:33][C:32]=3[C:37]3[NH:41][C:40](=[O:47])[O:39][N:38]=3)=[CH:27][CH:26]=1)[C:8](=[O:13])[N:7]([CH2:14][CH2:15][C:16]1[CH:21]=[CH:20][CH:19]=[CH:18][CH:17]=1)[C:6]2=[O:22])[CH3:2], predict the reactants needed to synthesize it. The reactants are: [CH2:1]([C:3]1[CH:4]=[C:5]2[C:10](=[CH:11][CH:12]=1)[NH:9][C:8](=[O:13])[N:7]([CH2:14][CH2:15][C:16]1[CH:21]=[CH:20][CH:19]=[CH:18][CH:17]=1)[C:6]2=[O:22])[CH3:2].Br[CH2:24][C:25]1[CH:30]=[CH:29][C:28]([C:31]2[CH:36]=[CH:35][CH:34]=[CH:33][C:32]=2[C:37]2[N:41]=[C:40](C(Cl)(Cl)Cl)[O:39][N:38]=2)=[CH:27][CH:26]=1.C(=O)([O-])[O-:47].[K+].[K+]. (3) The reactants are: C[O:2][C:3](=[O:24])[C:4]1[CH:9]=[CH:8][C:7]([CH2:10][C:11]2[CH:16]=[CH:15][C:14]([CH2:17][N:18]3[CH2:23][CH2:22][O:21][CH2:20][CH2:19]3)=[CH:13][CH:12]=2)=[CH:6][CH:5]=1.O1CCOCC1.Cl. Given the product [N:18]1([CH2:17][C:14]2[CH:15]=[CH:16][C:11]([CH2:10][C:7]3[CH:8]=[CH:9][C:4]([C:3]([OH:24])=[O:2])=[CH:5][CH:6]=3)=[CH:12][CH:13]=2)[CH2:23][CH2:22][O:21][CH2:20][CH2:19]1, predict the reactants needed to synthesize it. (4) Given the product [O:1]1[C:5]2[CH:6]=[C:7]([O:10][C:12]3[CH:13]=[CH:14][C:15]([N+:27]([O-:29])=[O:28])=[C:16]([CH2:18][NH:19][C:20](=[O:26])[O:21][C:22]([CH3:25])([CH3:23])[CH3:24])[CH:17]=3)[CH:8]=[CH:9][C:4]=2[CH2:3][CH2:2]1, predict the reactants needed to synthesize it. The reactants are: [O:1]1[C:5]2[CH:6]=[C:7]([OH:10])[CH:8]=[CH:9][C:4]=2[CH2:3][CH2:2]1.Cl[C:12]1[CH:13]=[CH:14][C:15]([N+:27]([O-:29])=[O:28])=[C:16]([CH2:18][NH:19][C:20](=[O:26])[O:21][C:22]([CH3:25])([CH3:24])[CH3:23])[CH:17]=1.[H-].[Na+]. (5) Given the product [C:47]([NH:8][CH2:9][CH2:10][C:11]1[S:15]/[C:14](=[N:16]\[S:17]([C:20]2[CH:29]=[CH:28][CH:27]=[CH:26][C:21]=2[C:22]([O:24][CH3:25])=[O:23])(=[O:18])=[O:19])/[N:13]([CH2:30][C:31]2[C:40]3[C:35](=[CH:36][CH:37]=[CH:38][CH:39]=3)[CH:34]=[CH:33][CH:32]=2)[CH:12]=1)(=[O:48])[C:44]1[CH:45]=[CH:46][N:41]=[CH:42][CH:43]=1, predict the reactants needed to synthesize it. The reactants are: FC(F)(F)C(O)=O.[NH2:8][CH2:9][CH2:10][C:11]1[S:15]/[C:14](=[N:16]\[S:17]([C:20]2[CH:29]=[CH:28][CH:27]=[CH:26][C:21]=2[C:22]([O:24][CH3:25])=[O:23])(=[O:19])=[O:18])/[N:13]([CH2:30][C:31]2[C:40]3[C:35](=[CH:36][CH:37]=[CH:38][CH:39]=3)[CH:34]=[CH:33][CH:32]=2)[CH:12]=1.[N:41]1[CH:46]=[CH:45][C:44]([C:47](O)=[O:48])=[CH:43][CH:42]=1.C(OC(NCCC1S/C(=N\S(C2C=CC=CC=2C(OC)=O)(=O)=O)/N(CC2C3C(=CC=CC=3)C=CC=2)C=1)=O)(C)(C)C.